This data is from Forward reaction prediction with 1.9M reactions from USPTO patents (1976-2016). The task is: Predict the product of the given reaction. (1) Given the reactants [CH2:1]([NH:4][CH:5]1[CH2:13][CH2:12][C:8]2[N:9]=[CH:10][S:11][C:7]=2[CH2:6]1)[CH2:2][CH3:3].O=[CH:15][CH2:16][CH2:17][CH2:18][NH:19][C:20](=[O:27])[C:21]1[CH:26]=[CH:25][CH:24]=[CH:23][CH:22]=1.C(O[BH-](OC(=O)C)OC(=O)C)(=O)C.[Na+], predict the reaction product. The product is: [CH2:1]([N:4]([CH:5]1[CH2:13][CH2:12][C:8]2[N:9]=[CH:10][S:11][C:7]=2[CH2:6]1)[CH2:15][CH2:16][CH2:17][CH2:18][NH:19][C:20](=[O:27])[C:21]1[CH:26]=[CH:25][CH:24]=[CH:23][CH:22]=1)[CH2:2][CH3:3]. (2) Given the reactants [NH2:1][C:2]1[CH:3]=[CH:4][C:5]2[O:9][C:8]([C:10]3[CH:22]=[CH:21][C:13]4[N:14]([CH2:18][CH2:19][CH3:20])[C:15]([CH3:17])=[N:16][C:12]=4[CH:11]=3)=[N:7][C:6]=2[CH:23]=1.C(N(CC)CC)C.[C:31](OC(=O)C)(=[O:33])[CH3:32], predict the reaction product. The product is: [C:31]([NH:1][C:2]1[CH:3]=[CH:4][C:5]2[O:9][C:8]([C:10]3[CH:22]=[CH:21][C:13]4[N:14]([CH2:18][CH2:19][CH3:20])[C:15]([CH3:17])=[N:16][C:12]=4[CH:11]=3)=[N:7][C:6]=2[CH:23]=1)(=[O:33])[CH3:32]. (3) Given the reactants [CH2:1]([NH:5][C:6](=[O:9])[CH2:7]Cl)[CH2:2][CH2:3][CH3:4].[OH:10][C:11]1[N:12]=[C:13]([C:17]2[CH:22]=[CH:21][C:20]([C:23]([O:25]C)=[O:24])=[CH:19][CH:18]=2)[S:14][C:15]=1[CH3:16].C(=O)([O-])[O-].[K+].[K+].[I-].[K+].O.[OH-].[Li+], predict the reaction product. The product is: [CH2:1]([NH:5][C:6]([CH2:7][O:10][C:11]1[N:12]=[C:13]([C:17]2[CH:22]=[CH:21][C:20]([C:23]([OH:25])=[O:24])=[CH:19][CH:18]=2)[S:14][C:15]=1[CH3:16])=[O:9])[CH2:2][CH2:3][CH3:4]. (4) The product is: [Cl:1][C:2]1[CH:7]=[CH:6][N:5]=[C:4]([CH:8]([CH:12]2[CH2:13][CH2:14]2)[CH:9]=[O:10])[C:3]=1[O:15][CH:16]([F:18])[F:17]. Given the reactants [Cl:1][C:2]1[CH:7]=[CH:6][N:5]=[C:4]([C:8]([CH:12]2[CH2:14][CH2:13]2)=[CH:9][O:10]C)[C:3]=1[O:15][CH:16]([F:18])[F:17], predict the reaction product. (5) The product is: [CH:39]([N:42]1[CH2:26][C@H:11]2[CH2:12][C@@H:13]1[CH2:14][N:10]2[S:7]([C:4]1[CH:3]=[CH:2][C:1]([CH3:38])=[CH:6][CH:5]=1)(=[O:8])=[O:9])([CH3:41])[CH3:40]. Given the reactants [C:1]1([CH3:38])[CH:6]=[CH:5][C:4]([S:7]([N:10]2[CH2:14][C@@H:13](OS(C3C=CC(C)=CC=3)(=O)=O)[CH2:12][C@@H:11]2[CH2:26]OS(C2C=CC(C)=CC=2)(=O)=O)(=[O:9])=[O:8])=[CH:3][CH:2]=1.[CH:39]([NH2:42])([CH3:41])[CH3:40], predict the reaction product. (6) The product is: [NH2:26][C:27]1[CH:32]=[C:31]([C:2]2[CH:25]=[CH:24][CH:23]=[C:4]([CH2:5][C:6]3[C:15]4[C:10](=[CH:11][C:12]([O:18][CH3:19])=[C:13]([O:16][CH3:17])[CH:14]=4)[C:9]([CH2:20][CH3:21])=[N:8][C:7]=3[OH:22])[CH:3]=2)[CH:30]=[CH:29][CH:28]=1. Given the reactants Br[C:2]1[CH:3]=[C:4]([CH:23]=[CH:24][CH:25]=1)[CH2:5][C:6]1[C:15]2[C:10](=[CH:11][C:12]([O:18][CH3:19])=[C:13]([O:16][CH3:17])[CH:14]=2)[C:9]([CH2:20][CH3:21])=[N:8][C:7]=1[OH:22].[NH2:26][C:27]1[CH:28]=[C:29](B(OC(C)(C)C)OC(C)(C)C)[CH:30]=[CH:31][CH:32]=1.C([O-])([O-])=O.[Na+].[Na+].O, predict the reaction product. (7) Given the reactants [H-].[Na+].[CH2:3]([OH:8])[CH2:4][CH2:5][CH2:6][OH:7].[CH2:9](Br)[C:10]1[CH:15]=[CH:14][CH:13]=[CH:12][CH:11]=1.Cl, predict the reaction product. The product is: [CH2:9]([O:7][CH2:6][CH2:5][CH2:4][CH2:3][OH:8])[C:10]1[CH:15]=[CH:14][CH:13]=[CH:12][CH:11]=1.